This data is from Forward reaction prediction with 1.9M reactions from USPTO patents (1976-2016). The task is: Predict the product of the given reaction. (1) Given the reactants [NH2:1][C:2]1[CH:3]=[C:4]([CH:8]=[C:9](Br)[CH:10]=1)[C:5]([OH:7])=[O:6].[CH3:12][C:13]1(C)[C:17](C)(C)OB(C(C)=C)O1.C(=O)([O-])[O-].[K+].[K+].O, predict the reaction product. The product is: [NH2:1][C:2]1[CH:3]=[C:4]([CH:8]=[C:9]([C:13]([CH3:17])=[CH2:12])[CH:10]=1)[C:5]([OH:7])=[O:6]. (2) Given the reactants Br[CH:2]([CH2:10][C:11]1[CH:16]=[CH:15][C:14]([S:17][CH3:18])=[CH:13][CH:12]=1)[C:3](=O)[C:4]([O:6][CH2:7][CH3:8])=[O:5].[NH2:19][C:20]([NH2:22])=[S:21], predict the reaction product. The product is: [NH2:22][C:20]1[S:21][C:2]([CH2:10][C:11]2[CH:16]=[CH:15][C:14]([S:17][CH3:18])=[CH:13][CH:12]=2)=[C:3]([C:4]([O:6][CH2:7][CH3:8])=[O:5])[N:19]=1. (3) Given the reactants [Br:1][C:2]1[CH:7]=[N:6][CH:5]=[C:4]([CH3:8])[N:3]=1.C1C(=O)N([Br:16])C(=O)C1.CC(N=NC(C#N)(C)C)(C#N)C.O, predict the reaction product. The product is: [Br:1][C:2]1[CH:7]=[N:6][CH:5]=[C:4]([CH2:8][Br:16])[N:3]=1. (4) Given the reactants [OH:1][CH:2]([CH2:16][OH:17])[CH2:3][N:4]1[CH2:9][CH2:8][CH:7]([CH2:10][CH2:11][CH2:12][C:13]([NH2:15])=O)[CH2:6][CH2:5]1.[H-].[Al+3].[Li+].[H-].[H-].[H-], predict the reaction product. The product is: [NH2:15][CH2:13][CH2:12][CH2:11][CH2:10][CH:7]1[CH2:6][CH2:5][N:4]([CH2:3][CH:2]([OH:1])[CH2:16][OH:17])[CH2:9][CH2:8]1. (5) Given the reactants [NH2:1][C:2]1[C:3]([C:15]([NH:17][CH3:18])=[O:16])=[N:4][C:5]([C:8]2[CH:13]=[CH:12][CH:11]=[C:10]([OH:14])[CH:9]=2)=[CH:6][N:7]=1.CN(C=O)C.C(=O)([O-])[O-].[Cs+].[Cs+].Br[CH2:31][CH2:32][C:33]1[CH:38]=[CH:37][CH:36]=[CH:35][CH:34]=1, predict the reaction product. The product is: [NH2:1][C:2]1[C:3]([C:15]([NH:17][CH3:18])=[O:16])=[N:4][C:5]([C:8]2[CH:13]=[CH:12][CH:11]=[C:10]([O:14][CH2:31][CH2:32][C:33]3[CH:38]=[CH:37][CH:36]=[CH:35][CH:34]=3)[CH:9]=2)=[CH:6][N:7]=1. (6) Given the reactants O=C[C@@H]([C@H]([C@@H]([C@@H](CO)O)O)O)O.[CH:13]([CH:15]([CH2:21][C:22]1[CH:27]=[CH:26][CH:25]=[CH:24][CH:23]=1)[C:16]([O:18][CH2:19][CH3:20])=[O:17])=[O:14].C1N=C(N)C2N=CN([C@@H]3O[C@H](COP(OP(OC[C@H]4O[C@@H](N5C=C(C(N)=O)CC=C5)[C@H](O)[C@@H]4O)(O)=O)(O)=O)[C@@H](O)[C@H]3O)C=2N=1.C1C=[N+]([C@@H]2O[C@H](COP(OP(OC[C@H]3O[C@@H](N4C5N=CN=C(N)C=5N=C4)[C@H](OP(O)(O)=O)[C@@H]3O)(O)=O)(O)=O)[C@@H](O)[C@H]2O)C=C(C(N)=O)C=1.P([O-])([O-])([O-])=O, predict the reaction product. The product is: [OH:14][CH2:13][CH:15]([CH2:21][C:22]1[CH:23]=[CH:24][CH:25]=[CH:26][CH:27]=1)[C:16]([O:18][CH2:19][CH3:20])=[O:17]. (7) The product is: [Cl:1][C:2]1[CH:7]=[CH:6][C:5]([S:8]([NH:11][C:12]2[C:13]([C:19]3[N:23]([CH:24]([CH3:25])[CH3:26])[C:22]([CH2:31][N:32]([CH3:34])[CH3:33])=[N:21][N:20]=3)=[N:14][CH:15]=[C:16]([Cl:18])[CH:17]=2)(=[O:9])=[O:10])=[CH:4][C:3]=1[C:27]([F:30])([F:29])[F:28]. Given the reactants [Cl:1][C:2]1[CH:7]=[CH:6][C:5]([S:8]([NH:11][C:12]2[C:13]([C:19]3[N:23]([CH:24]([CH3:26])[CH3:25])[CH:22]=[N:21][N:20]=3)=[N:14][CH:15]=[C:16]([Cl:18])[CH:17]=2)(=[O:10])=[O:9])=[CH:4][C:3]=1[C:27]([F:30])([F:29])[F:28].[CH3:31][N+:32]([CH3:34])=[CH2:33].[I-], predict the reaction product. (8) The product is: [CH:31]1([NH:30][N:21]2[C:22]3[C:27](=[CH:26][CH:25]=[CH:24][CH:23]=3)[C:28]([OH:29])=[C:19]([C:14]3[NH:13][C:12]4[CH:37]=[CH:38][C:9]([OH:8])=[CH:10][C:11]=4[S:16](=[O:17])(=[O:18])[N:15]=3)[C:20]2=[O:36])[CH2:32][CH2:33][CH2:34][CH2:35]1. Given the reactants C([O:8][C:9]1[CH:38]=[CH:37][C:12]2[NH:13][C:14]([C:19]3[C:20](=[O:36])[N:21]([NH:30][CH:31]4[CH2:35][CH2:34][CH2:33][CH2:32]4)[C:22]4[C:27]([C:28]=3[OH:29])=[CH:26][CH:25]=[CH:24][CH:23]=4)=[N:15][S:16](=[O:18])(=[O:17])[C:11]=2[CH:10]=1)C1C=CC=CC=1.C([O-])=O.[NH4+], predict the reaction product. (9) Given the reactants [CH:1]([C:3]1[CH:4]=[C:5]2[C:10](=[N:11][CH:12]=1)[NH:9][C:8](=[O:13])[CH2:7][CH2:6]2)=[CH2:2].[Br:14][CH2:15][CH2:16]C=C.[Na], predict the reaction product. The product is: [Br:14][CH2:15][CH2:16]/[CH:2]=[CH:1]/[C:3]1[CH:4]=[C:5]2[C:10](=[N:11][CH:12]=1)[NH:9][C:8](=[O:13])[CH2:7][CH2:6]2. (10) The product is: [C:6]([O:10][C:11]([N:13]1[CH2:17][CH2:16][CH2:15][C@@H:14]1[CH2:18][O:19][C:20]1[CH:21]=[CH:22][C:23]([CH2:26][C:27]2[CH:28]=[CH:29][C:30]([C:2]3[S:1][CH:5]=[CH:4][N:3]=3)=[CH:31][CH:32]=2)=[CH:24][CH:25]=1)=[O:12])([CH3:9])([CH3:7])[CH3:8]. Given the reactants [S:1]1[CH:5]=[CH:4][N:3]=[CH:2]1.[C:6]([O:10][C:11]([N:13]1[CH2:17][CH2:16][CH2:15][C@@H:14]1[CH2:18][O:19][C:20]1[CH:25]=[CH:24][C:23]([CH2:26][C:27]2[CH:32]=[CH:31][C:30](I)=[CH:29][CH:28]=2)=[CH:22][CH:21]=1)=[O:12])([CH3:9])([CH3:8])[CH3:7], predict the reaction product.